Task: Regression. Given a peptide amino acid sequence and an MHC pseudo amino acid sequence, predict their binding affinity value. This is MHC class II binding data.. Dataset: Peptide-MHC class II binding affinity with 134,281 pairs from IEDB The peptide sequence is KVPPGPNITATYGDK. The MHC is DRB1_0401 with pseudo-sequence DRB1_0401. The binding affinity (normalized) is 0.